Dataset: Reaction yield outcomes from USPTO patents with 853,638 reactions. Task: Predict the reaction yield, written as a fraction of the theoretical maximum amount of product (1.0 means a 100% yield; for example, 0.34 means a 34% yield). (1) The reactants are [O:1]1[CH:5]2[O:6][CH2:7][CH2:8][CH:4]2[CH:3]([O:9][C:10](=[O:28])[NH:11][CH:12]([CH2:21][C:22]2[CH:27]=[CH:26][CH:25]=[CH:24][CH:23]=2)[CH:13]([OH:20])[CH2:14][NH:15][CH2:16][CH:17]([CH3:19])[CH3:18])[CH2:2]1.[F:29][C:30]1[CH:35]=[CH:34][C:33]([S:36](Cl)(=[O:38])=[O:37])=[CH:32][C:31]=1[C:40]#[N:41].C([O-])(O)=O.[Na+]. The catalyst is C(Cl)Cl.C(OCC)(=O)C. The product is [O:1]1[CH:5]2[O:6][CH2:7][CH2:8][CH:4]2[CH:3]([O:9][C:10](=[O:28])[NH:11][CH:12]([CH2:21][C:22]2[CH:23]=[CH:24][CH:25]=[CH:26][CH:27]=2)[CH:13]([OH:20])[CH2:14][N:15]([S:36]([C:33]2[CH:34]=[CH:35][C:30]([F:29])=[C:31]([C:40]#[N:41])[CH:32]=2)(=[O:37])=[O:38])[CH2:16][CH:17]([CH3:19])[CH3:18])[CH2:2]1. The yield is 0.920. (2) The yield is 0.930. The reactants are Cl[C:2]1[CH:7]=[CH:6][C:5]([O:8][CH3:9])=[CH:4][CH:3]=1.[C:10]1([CH3:18])[CH:15]=[CH:14][CH:13]=[CH:12][C:11]=1[Mg]Cl. The catalyst is C1CC=CCCC=C1.C1CC=CCCC=C1.[Ni].C1COCC1. The product is [C:10]1([CH3:18])[CH:15]=[CH:14][CH:13]=[CH:12][C:11]=1[C:2]1[CH:7]=[CH:6][C:5]([O:8][CH3:9])=[CH:4][CH:3]=1. (3) The reactants are [NH2:1][C:2]1[CH:10]=[CH:9][C:8]([CH3:11])=[CH:7][C:3]=1[C:4]([OH:6])=O.N1[CH:16]=[CH:15]N=C1.C(Cl)(=O)C.Cl.[NH2:22][CH:23]1[CH2:28][CH2:27][C:26](=[O:29])[NH:25][C:24]1=[O:30].P(OC1C=CC=CC=1)(OC1C=CC=CC=1)OC1C=CC=CC=1. The catalyst is C(#N)C.CN(C=O)C.O. The product is [CH3:15][C:16]1[N:22]([CH:23]2[CH2:28][CH2:27][C:26](=[O:29])[NH:25][C:24]2=[O:30])[C:4](=[O:6])[C:3]2[C:2](=[CH:10][CH:9]=[C:8]([CH3:11])[CH:7]=2)[N:1]=1. The yield is 0.380. (4) The reactants are [F:1][C:2]1[CH:3]=[C:4]2[C:8](=[CH:9][CH:10]=1)[CH:7]([NH:11][C:12]1[O:13][CH2:14][C:15]3[CH:21]=[C:20]([NH2:22])[CH:19]=[CH:18][C:16]=3[N:17]=1)[CH2:6][CH2:5]2.[Cl:23][CH2:24][C:25](Cl)=[O:26]. No catalyst specified. The product is [Cl:23][CH2:24][C:25]([NH:22][C:20]1[CH:19]=[CH:18][C:16]2[N:17]=[C:12]([NH:11][CH:7]3[C:8]4[C:4](=[CH:3][C:2]([F:1])=[CH:10][CH:9]=4)[CH2:5][CH2:6]3)[O:13][CH2:14][C:15]=2[CH:21]=1)=[O:26]. The yield is 0.980. (5) The reactants are [F:1][C:2]1[CH:24]=[CH:23][C:5]([O:6][C:7]2[CH:8]=[C:9]3[C:13](=[CH:14][C:15]=2[C:16]([NH2:18])=[O:17])[N:12]([CH2:19][CH:20]([CH3:22])[CH3:21])[N:11]=[CH:10]3)=[CH:4][CH:3]=1.[C:25]([N:32]1[CH:36]=[CH:35]N=[CH:33]1)(N1C=CN=C1)=O.[CH2:37]1COCC1. No catalyst specified. The product is [CH3:33][N:32]([CH3:25])[CH2:36][CH2:35][CH2:37][NH:18][C:16]([C:15]1[CH:14]=[C:13]2[C:9]([CH:10]=[N:11][N:12]2[CH2:19][CH:20]([CH3:22])[CH3:21])=[CH:8][C:7]=1[O:6][C:5]1[CH:23]=[CH:24][C:2]([F:1])=[CH:3][CH:4]=1)=[O:17]. The yield is 0.440. (6) The reactants are Cl.Cl.[NH2:3][CH2:4][C@@:5]1([OH:13])[CH:10]2[CH2:11][CH2:12][N:7]([CH2:8][CH2:9]2)[CH2:6]1.C([O-])([O-])=O.[Cs+].[Cs+].[N:20]([C:23]1[N:24]=[CH:25][C:26]2[C:31]([CH:32]=1)=[CH:30][CH:29]=[CH:28][CH:27]=2)=[C:21]=S.C(N=C=NC(C)C)(C)C. The catalyst is CN(C)C=O. The product is [CH:25]1[C:26]2[C:31](=[CH:30][CH:29]=[CH:28][CH:27]=2)[CH:32]=[C:23]([NH:20][C:21]2[O:13][C@:5]3([CH2:4][N:3]=2)[CH:10]2[CH2:9][CH2:8][N:7]([CH2:12][CH2:11]2)[CH2:6]3)[N:24]=1. The yield is 0.580. (7) The reactants are [N:1]1([C:5]([C:7]2[CH:8]=[N:9][N:10]([CH3:27])[C:11]=2[C:12]([NH:14][C:15]2[CH:20]=[CH:19][N:18]3[N:21]=[C:22]([C:24](O)=[O:25])[N:23]=[C:17]3[CH:16]=2)=[O:13])=[O:6])[CH2:4][CH2:3][CH2:2]1.Cl.[CH3:29][NH:30][CH3:31].CCCP(=O)=O.C(N(C(C)C)CC)(C)C. The catalyst is O1CCCC1. The product is [CH3:29][N:30]([CH3:31])[C:24]([C:22]1[N:23]=[C:17]2[CH:16]=[C:15]([NH:14][C:12]([C:11]3[N:10]([CH3:27])[N:9]=[CH:8][C:7]=3[C:5]([N:1]3[CH2:4][CH2:3][CH2:2]3)=[O:6])=[O:13])[CH:20]=[CH:19][N:18]2[N:21]=1)=[O:25]. The yield is 0.404.